This data is from Forward reaction prediction with 1.9M reactions from USPTO patents (1976-2016). The task is: Predict the product of the given reaction. Given the reactants Cl.[CH3:2][O:3][C:4](=[NH:6])[NH2:5].[C:7](OC)(=[O:13])[CH2:8][C:9](OC)=[O:10].C[O-].[Na+], predict the reaction product. The product is: [CH3:2][O:3][C:4]1[N:5]=[C:9]([OH:10])[CH:8]=[C:7]([OH:13])[N:6]=1.